Dataset: Reaction yield outcomes from USPTO patents with 853,638 reactions. Task: Predict the reaction yield, written as a fraction of the theoretical maximum amount of product (1.0 means a 100% yield; for example, 0.34 means a 34% yield). (1) The reactants are [CH3:1][O:2][C:3]1[CH:4]=[C:5]2[C:10](=[CH:11][C:12]=1[O:13][CH3:14])[N:9]=[CH:8][N:7]=[C:6]2[CH:15]1[CH2:20][CH2:19][NH:18][CH2:17][CH2:16]1.[O:21]([C:28]1[CH:33]=[CH:32][C:31]([N:34]=[C:35]=[O:36])=[CH:30][CH:29]=1)[C:22]1[CH:27]=[CH:26][CH:25]=[CH:24][CH:23]=1. The product is [O:21]([C:28]1[CH:29]=[CH:30][C:31]([NH:34][C:35]([N:18]2[CH2:19][CH2:20][CH:15]([C:6]3[C:5]4[C:10](=[CH:11][C:12]([O:13][CH3:14])=[C:3]([O:2][CH3:1])[CH:4]=4)[N:9]=[CH:8][N:7]=3)[CH2:16][CH2:17]2)=[O:36])=[CH:32][CH:33]=1)[C:22]1[CH:23]=[CH:24][CH:25]=[CH:26][CH:27]=1. The yield is 0.440. The catalyst is CN(C=O)C. (2) The reactants are O[C:2]1([CH2:23][C:24]2[CH:29]=[CH:28][C:27]([CH:30]([CH3:32])[CH3:31])=[CH:26][CH:25]=2)[C:6]2[CH:7]=[C:8]([NH:13][C:14](=[O:20])[CH2:15][C:16]([CH3:19])([CH3:18])[CH3:17])[C:9]([CH3:12])=[C:10]([CH3:11])[C:5]=2[O:4][C:3]1([CH3:22])[CH3:21]. The catalyst is C(OCC)(=O)C.CCCCCC. The product is [CH:30]([C:27]1[CH:26]=[CH:25][C:24]([CH2:23][CH:2]2[C:6]3[CH:7]=[C:8]([NH:13][C:14](=[O:20])[CH2:15][C:16]([CH3:18])([CH3:17])[CH3:19])[C:9]([CH3:12])=[C:10]([CH3:11])[C:5]=3[O:4][C:3]2([CH3:22])[CH3:21])=[CH:29][CH:28]=1)([CH3:32])[CH3:31]. The yield is 0.630. (3) The reactants are [OH:1][CH2:2][C@@H:3]([NH:18][C:19](=[O:25])[O:20][C:21]([CH3:24])([CH3:23])[CH3:22])[C@H:4]([C:8]1[CH:13]=[CH:12][C:11]([C:14]([F:17])([F:16])[F:15])=[CH:10][CH:9]=1)/[CH:5]=[CH:6]/[CH3:7]. The catalyst is CO.[Pd]. The product is [OH:1][CH2:2][C@@H:3]([NH:18][C:19](=[O:25])[O:20][C:21]([CH3:24])([CH3:23])[CH3:22])[C@H:4]([C:8]1[CH:13]=[CH:12][C:11]([C:14]([F:17])([F:16])[F:15])=[CH:10][CH:9]=1)[CH2:5][CH2:6][CH3:7]. The yield is 0.970. (4) The reactants are [Cl:1][C:2]1[C:3]2[C:12]([F:13])=[CH:11][CH:10]=[CH:9][C:4]=2[S:5][C:6]=1[CH:7]=O.[BH4-].[Na+].[CH3:16][NH2:17]. The catalyst is CO. The product is [Cl:1][C:2]1[C:3]2[C:12]([F:13])=[CH:11][CH:10]=[CH:9][C:4]=2[S:5][C:6]=1[CH2:7][NH:17][CH3:16]. The yield is 0.480. (5) The reactants are [S:1](Cl)([CH3:4])(=[O:3])=[O:2].[CH2:6]([OH:24])[CH2:7][O:8][CH2:9][CH2:10][O:11][CH2:12][CH2:13][O:14][CH2:15][CH2:16][O:17][CH2:18][CH2:19][O:20][CH2:21][CH2:22][OH:23]. The catalyst is C(Cl)Cl. The product is [CH3:4][S:1]([O:23][CH2:22][CH2:21][O:20][CH2:19][CH2:18][O:17][CH2:16][CH2:15][O:14][CH2:13][CH2:12][O:11][CH2:10][CH2:9][O:8][CH2:7][CH2:6][OH:24])(=[O:3])=[O:2]. The yield is 0.510. (6) The reactants are [C:1](=[O:13])([O:11][CH3:12])[O:2][C:3]1[CH:8]=[CH:7][C:6]([F:9])=[CH:5][C:4]=1[Cl:10].[N+:14]([O-])([OH:16])=[O:15]. The catalyst is OS(O)(=O)=O. The product is [C:1](=[O:13])([O:11][CH3:12])[O:2][C:3]1[CH:8]=[C:7]([N+:14]([O-:16])=[O:15])[C:6]([F:9])=[CH:5][C:4]=1[Cl:10]. The yield is 0.900. (7) The reactants are C1(S([N:10]2[C:18]3[C:13](=[CH:14][C:15]([C:19]4[N:20]=[C:21]([C:25]5[CH:26]=[N:27][CH:28]=[CH:29][CH:30]=5)[S:22][C:23]=4[CH3:24])=[CH:16][CH:17]=3)[CH:12]=[C:11]2[C:31]2[C:36]([F:37])=[CH:35][CH:34]=[CH:33][C:32]=2[F:38])(=O)=O)C=CC=CC=1.C([O-])([O-])=O.[Cs+].[Cs+]. The catalyst is C1COCC1.CO.O. The product is [F:38][C:32]1[CH:33]=[CH:34][CH:35]=[C:36]([F:37])[C:31]=1[C:11]1[NH:10][C:18]2[C:13]([CH:12]=1)=[CH:14][C:15]([C:19]1[N:20]=[C:21]([C:25]3[CH:26]=[N:27][CH:28]=[CH:29][CH:30]=3)[S:22][C:23]=1[CH3:24])=[CH:16][CH:17]=2. The yield is 0.270. (8) The reactants are [NH2:1][C@H:2]([C:10]([OH:12])=[O:11])[CH2:3][CH2:4][CH2:5][NH:6][C:7](=[NH:9])[NH2:8].[C:13](Cl)(=[O:25])[CH2:14][CH2:15][CH2:16][CH2:17][CH2:18][CH2:19][CH2:20][CH2:21][CH2:22][CH2:23][CH3:24].[OH-].[Na+].S(=O)(=O)(O)O. The catalyst is O.CC(C)=O. The product is [C:13]([NH:1][C@H:2]([C:10]([OH:12])=[O:11])[CH2:3][CH2:4][CH2:5][NH:6][C:7](=[NH:8])[NH2:9])(=[O:25])[CH2:14][CH2:15][CH2:16][CH2:17][CH2:18][CH2:19][CH2:20][CH2:21][CH2:22][CH2:23][CH3:24]. The yield is 0.850. (9) The reactants are [F:1][CH:2]([F:57])[O:3][C@H:4]([CH3:56])[C@H:5]([NH:51][C:52]([O:54][CH3:55])=[O:53])[C:6]([N:8]1[CH2:12][CH2:11][CH2:10][C@H:9]1[C:13]1[NH:14][C:15]([C:18]2[CH:19]=[C:20]3[C:25](=[CH:26][CH:27]=2)[CH:24]=[C:23]([C:28]2[CH:33]=[CH:32][C:31]([C:34]4[NH:38][C:37]([C@@H:39]5[CH2:43][CH2:42][CH2:41][N:40]5[C:44](OC(C)(C)C)=[O:45])=[N:36]C=4)=[CH:30][CH:29]=2)[CH:22]=[CH:21]3)=[CH:16][N:17]=1)=[O:7].Cl.O1CCOC[CH2:60]1.[CH3:65][O:66][C:67]([NH:69][C@H:70]([C:74]1[CH:79]=[CH:78][CH:77]=[CH:76][CH:75]=1)C(O)=O)=[O:68].CCOC(C(C#N)=NOC(N1CCOCC1)=[N+](C)C)=O.F[P-](F)(F)(F)(F)F.C(N(C(C)C)CC)(C)C. The catalyst is CN(C)C=O.C(OCC)(=O)C.ClCCl. The product is [CH3:65][O:66][C:67]([NH:69][C@H:70]([C:74]1[CH:79]=[CH:78][CH:77]=[CH:76][CH:75]=1)[C:44]([N:40]1[CH2:41][CH2:42][CH2:43][C@H:39]1[C:37]1[NH:38][C:34]([C:31]2[CH:30]=[CH:29][C:28]([C:23]3[CH:24]=[C:25]4[C:20](=[CH:21][CH:22]=3)[CH:19]=[C:18]([C:15]3[NH:14][C:13]([C@@H:9]5[CH2:10][CH2:11][CH2:12][N:8]5[C:6](=[O:7])[C@@H:5]([NH:51][C:52](=[O:53])[O:54][CH3:55])[C@H:4]([O:3][CH:2]([F:57])[F:1])[CH3:56])=[N:17][CH:16]=3)[CH:27]=[CH:26]4)=[CH:33][CH:32]=2)=[CH:60][N:36]=1)=[O:45])=[O:68]. The yield is 0.450.